Dataset: Retrosynthesis with 50K atom-mapped reactions and 10 reaction types from USPTO. Task: Predict the reactants needed to synthesize the given product. (1) The reactants are: BrCCBr.O=Cc1ccc(O)cc1. Given the product O=Cc1ccc(OCCBr)cc1, predict the reactants needed to synthesize it. (2) Given the product COC(=O)C1CCc2ccc(-c3cccc(O)c3)cc2C1, predict the reactants needed to synthesize it. The reactants are: COC(=O)C1CCc2ccc(-c3cccc(OCc4ccccc4)c3)cc2C1. (3) Given the product O=C(NC(=S)CCc1ccco1)c1ccccc1, predict the reactants needed to synthesize it. The reactants are: NC(=S)CCc1ccco1.O=C(Cl)c1ccccc1. (4) Given the product CC(=O)N1CCc2sc(C(=O)CCCN3CCC(c4noc5cc(F)ccc45)CC3)cc2C1, predict the reactants needed to synthesize it. The reactants are: CC(=O)N1CCc2sc(C(=O)CCCCl)cc2C1.Fc1ccc2c(C3CCNCC3)noc2c1. (5) Given the product COc1c(C(Nc2ccc(C(=O)N(C)CCC(=O)O)cc2)C2CCCCC2)oc2ccc(F)cc12, predict the reactants needed to synthesize it. The reactants are: CCOC(=O)CCN(C)C(=O)c1ccc(NC(c2oc3ccc(F)cc3c2OC)C2CCCCC2)cc1. (6) Given the product N#Cc1cc(F)cnc1-c1ccc(F)cc1, predict the reactants needed to synthesize it. The reactants are: N#Cc1cc(F)cnc1Cl.OB(O)c1ccc(F)cc1. (7) Given the product CC(NC(=O)c1coc(Oc2cccc(I)c2)n1)c1cc(F)c(NS(C)(=O)=O)c(F)c1, predict the reactants needed to synthesize it. The reactants are: CC(NC(=O)c1coc(Cl)n1)c1cc(F)c(NS(C)(=O)=O)c(F)c1.Oc1cccc(I)c1.